Dataset: Full USPTO retrosynthesis dataset with 1.9M reactions from patents (1976-2016). Task: Predict the reactants needed to synthesize the given product. Given the product [F:32][C:33]([F:64])([F:63])[C:1]([OH:2])=[O:4].[F:7][C:8]1[C:13]([C:38]2[CH:39]=[CH:40][C:41]3[O:42][C:43]4[C:48](=[CH:47][C:46]([N:57]5[CH2:58][CH2:59][O:60][CH2:61][CH2:62]5)=[CH:45][CH:44]=4)[C@:49]4([CH2:55][O:54][C:53]([NH2:56])=[N:52]4)[C:50]=3[CH:51]=2)=[CH:12][CH:11]=[CH:10][N:9]=1, predict the reactants needed to synthesize it. The reactants are: [C:1](=[O:4])([O-])[O-:2].[K+].[K+].[F:7][C:8]1[C:13](B(O)O)=[CH:12][CH:11]=[CH:10][N:9]=1.CC(N)CC1C=CC=CC=1.OP(O)(O)=O.[F:32][C:33]([F:64])([F:63])S(O[C:38]1[CH:51]=[C:50]2[C:41]([O:42][C:43]3[CH:44]=[CH:45][C:46]([N:57]4[CH2:62][CH2:61][O:60][CH2:59][CH2:58]4)=[CH:47][C:48]=3[C@@:49]32[CH2:55][O:54][C:53]([NH2:56])=[N:52]3)=[CH:40][CH:39]=1)(=O)=O.